From a dataset of Full USPTO retrosynthesis dataset with 1.9M reactions from patents (1976-2016). Predict the reactants needed to synthesize the given product. Given the product [ClH:30].[CH2:1]([C:3]1[C:7]([S:8][C:9]2[CH:10]=[CH:11][C:12]([F:15])=[CH:13][CH:14]=2)=[C:6]([CH2:16][CH3:17])[N:5]([C@@H:18]2[CH2:22][CH2:21][NH:20][CH2:19]2)[N:4]=1)[CH3:2], predict the reactants needed to synthesize it. The reactants are: [CH2:1]([C:3]1[C:7]([S:8][C:9]2[CH:14]=[CH:13][C:12]([F:15])=[CH:11][CH:10]=2)=[C:6]([CH2:16][CH3:17])[N:5]([C@@H:18]2[CH2:22][CH2:21][N:20](C(OC(C)(C)C)=O)[CH2:19]2)[N:4]=1)[CH3:2].[ClH:30].